From a dataset of Forward reaction prediction with 1.9M reactions from USPTO patents (1976-2016). Predict the product of the given reaction. (1) Given the reactants C([C:4]1[C:9](=[O:10])[CH:8]=[CH:7][C:6](=[O:11])[C:5]=1[CH:12]([CH3:14])[CH3:13])(C)C.[BH4-].[Na+].[CH3:17][C:18]([CH3:20])=O, predict the reaction product. The product is: [CH:12]([C:5]1[CH:4]=[C:9]([OH:10])[CH:8]=[C:7]([CH:18]([CH3:20])[CH3:17])[C:6]=1[OH:11])([CH3:13])[CH3:14]. (2) Given the reactants C(OC([NH:8][CH2:9][C:10]1[CH:11]=[C:12]([C:16]2[CH:21]=[CH:20][CH:19]=[C:18]([CH2:22][O:23][C:24]3[CH:29]=[C:28]([CH2:30][CH3:31])[CH:27]=[CH:26][C:25]=3[CH2:32][C:33]([OH:35])=[O:34])[CH:17]=2)[CH:13]=[CH:14][CH:15]=1)=O)(C)(C)C.Cl, predict the reaction product. The product is: [NH2:8][CH2:9][C:10]1[CH:11]=[C:12]([C:16]2[CH:21]=[CH:20][CH:19]=[C:18]([CH2:22][O:23][C:24]3[CH:29]=[C:28]([CH2:30][CH3:31])[CH:27]=[CH:26][C:25]=3[CH2:32][C:33]([OH:35])=[O:34])[CH:17]=2)[CH:13]=[CH:14][CH:15]=1. (3) Given the reactants Cl[C:2]1[N:7]=[C:6]([C:8]2[CH:13]=[CH:12][C:11]([C:14]([F:17])([F:16])[F:15])=[CH:10][C:9]=2[F:18])[CH:5]=[C:4]([C:19]([F:22])([F:21])[F:20])[N:3]=1.[Cl:23][C:24]1[CH:29]=[C:28](B(O)O)[CH:27]=[CH:26][N:25]=1, predict the reaction product. The product is: [Cl:23][C:24]1[CH:29]=[C:28]([C:2]2[N:7]=[C:6]([C:8]3[CH:13]=[CH:12][C:11]([C:14]([F:15])([F:16])[F:17])=[CH:10][C:9]=3[F:18])[CH:5]=[C:4]([C:19]([F:22])([F:21])[F:20])[N:3]=2)[CH:27]=[CH:26][N:25]=1.